From a dataset of Full USPTO retrosynthesis dataset with 1.9M reactions from patents (1976-2016). Predict the reactants needed to synthesize the given product. Given the product [CH2:13]([N:20]1[CH2:25][CH2:24][C:23]([CH3:26])([C:27]2[CH:32]=[CH:31][CH:30]=[C:29]([C:33]3[N:34]=[N:7][NH:6][C:5]=3[Si:2]([CH3:4])([CH3:3])[CH3:1])[CH:28]=2)[CH:22]([CH3:35])[CH2:21]1)[C:14]1[CH:15]=[CH:16][CH:17]=[CH:18][CH:19]=1, predict the reactants needed to synthesize it. The reactants are: [CH3:1][Si:2]([CH:5]=[N+:6]=[N-:7])([CH3:4])[CH3:3].C([Li])CCC.[CH2:13]([N:20]1[CH2:25][CH2:24][C:23]([C:27]2[CH:32]=[CH:31][CH:30]=[C:29]([C:33]#[N:34])[CH:28]=2)([CH3:26])[CH:22]([CH3:35])[CH2:21]1)[C:14]1[CH:19]=[CH:18][CH:17]=[CH:16][CH:15]=1.